This data is from TCR-epitope binding with 47,182 pairs between 192 epitopes and 23,139 TCRs. The task is: Binary Classification. Given a T-cell receptor sequence (or CDR3 region) and an epitope sequence, predict whether binding occurs between them. (1) The epitope is FLPRVFSAV. The TCR CDR3 sequence is CASSFFQTYEQYF. Result: 1 (the TCR binds to the epitope). (2) The epitope is LLFGYPVYV. The TCR CDR3 sequence is CASSLPSREKLFF. Result: 0 (the TCR does not bind to the epitope). (3) The epitope is NEGVKAAW. The TCR CDR3 sequence is CASSFWRANTGELFF. Result: 0 (the TCR does not bind to the epitope). (4) The epitope is EILDITPCSF. The TCR CDR3 sequence is CASSPRGGTEAFF. Result: 1 (the TCR binds to the epitope). (5) The epitope is TLIGDCATV. The TCR CDR3 sequence is CASSRIFGQGSGYGYTF. Result: 1 (the TCR binds to the epitope). (6) The TCR CDR3 sequence is CASSVATLNTGELFF. Result: 0 (the TCR does not bind to the epitope). The epitope is HTTDPSFLGRY.